Task: Regression. Given two drug SMILES strings and cell line genomic features, predict the synergy score measuring deviation from expected non-interaction effect.. Dataset: NCI-60 drug combinations with 297,098 pairs across 59 cell lines (1) Drug 1: CC1=C2C(C(=O)C3(C(CC4C(C3C(C(C2(C)C)(CC1OC(=O)C(C(C5=CC=CC=C5)NC(=O)OC(C)(C)C)O)O)OC(=O)C6=CC=CC=C6)(CO4)OC(=O)C)OC)C)OC. Drug 2: CC(C)NC(=O)C1=CC=C(C=C1)CNNC.Cl. Cell line: SNB-75. Synergy scores: CSS=33.0, Synergy_ZIP=0.204, Synergy_Bliss=0.518, Synergy_Loewe=-38.2, Synergy_HSA=-0.627. (2) Drug 1: CCC1=CC2CC(C3=C(CN(C2)C1)C4=CC=CC=C4N3)(C5=C(C=C6C(=C5)C78CCN9C7C(C=CC9)(C(C(C8N6C)(C(=O)OC)O)OC(=O)C)CC)OC)C(=O)OC.C(C(C(=O)O)O)(C(=O)O)O. Drug 2: C#CCC(CC1=CN=C2C(=N1)C(=NC(=N2)N)N)C3=CC=C(C=C3)C(=O)NC(CCC(=O)O)C(=O)O. Cell line: HOP-62. Synergy scores: CSS=10.8, Synergy_ZIP=-6.32, Synergy_Bliss=-0.601, Synergy_Loewe=0.789, Synergy_HSA=0.194. (3) Drug 1: C1=NC2=C(N1)C(=S)N=CN2. Drug 2: N.N.Cl[Pt+2]Cl. Cell line: HCC-2998. Synergy scores: CSS=42.1, Synergy_ZIP=-18.7, Synergy_Bliss=-14.2, Synergy_Loewe=-6.01, Synergy_HSA=-4.64. (4) Drug 1: C1=CN(C(=O)N=C1N)C2C(C(C(O2)CO)O)O.Cl. Drug 2: COCCOC1=C(C=C2C(=C1)C(=NC=N2)NC3=CC=CC(=C3)C#C)OCCOC.Cl. Cell line: NCI-H322M. Synergy scores: CSS=21.2, Synergy_ZIP=1.65, Synergy_Bliss=1.05, Synergy_Loewe=-7.12, Synergy_HSA=0.728. (5) Drug 1: CC1CCC2CC(C(=CC=CC=CC(CC(C(=O)C(C(C(=CC(C(=O)CC(OC(=O)C3CCCCN3C(=O)C(=O)C1(O2)O)C(C)CC4CCC(C(C4)OC)OCCO)C)C)O)OC)C)C)C)OC. Drug 2: CC1=C(N=C(N=C1N)C(CC(=O)N)NCC(C(=O)N)N)C(=O)NC(C(C2=CN=CN2)OC3C(C(C(C(O3)CO)O)O)OC4C(C(C(C(O4)CO)O)OC(=O)N)O)C(=O)NC(C)C(C(C)C(=O)NC(C(C)O)C(=O)NCCC5=NC(=CS5)C6=NC(=CS6)C(=O)NCCC[S+](C)C)O. Cell line: SNB-19. Synergy scores: CSS=18.2, Synergy_ZIP=-11.7, Synergy_Bliss=-3.19, Synergy_Loewe=-2.81, Synergy_HSA=0.563. (6) Drug 1: CS(=O)(=O)C1=CC(=C(C=C1)C(=O)NC2=CC(=C(C=C2)Cl)C3=CC=CC=N3)Cl. Drug 2: COC1=C2C(=CC3=C1OC=C3)C=CC(=O)O2. Cell line: HCT-15. Synergy scores: CSS=2.37, Synergy_ZIP=-1.42, Synergy_Bliss=-0.981, Synergy_Loewe=-4.74, Synergy_HSA=-3.08.